From a dataset of Reaction yield outcomes from USPTO patents with 853,638 reactions. Predict the reaction yield, written as a fraction of the theoretical maximum amount of product (1.0 means a 100% yield; for example, 0.34 means a 34% yield). (1) The reactants are [NH2:1][C:2]1[CH:7]=[CH:6][CH:5]=[CH:4][C:3]=1[OH:8].C(OCC)(=O)C.[N:15]#[C:16]Br.[OH-].[Na+]. The catalyst is O. The product is [NH2:15][C:16]1[O:8][C:3]2[CH:4]=[CH:5][CH:6]=[CH:7][C:2]=2[N:1]=1. The yield is 0.880. (2) The reactants are [CH2:1]([O:3][P:4]([C:9]1[CH:14]=[C:13]([I:15])[CH:12]=[CH:11][C:10]=1[OH:16])(=[O:8])[O:5][CH2:6][CH3:7])[CH3:2].C(=O)([O-])[O-].[Cs+].[Cs+].[CH2:23](Br)[C:24]1[CH:29]=[CH:28][CH:27]=[CH:26][CH:25]=1. The catalyst is CN(C=O)C. The product is [CH2:1]([O:3][P:4]([C:9]1[CH:14]=[C:13]([I:15])[CH:12]=[CH:11][C:10]=1[O:16][CH2:23][C:24]1[CH:29]=[CH:28][CH:27]=[CH:26][CH:25]=1)(=[O:8])[O:5][CH2:6][CH3:7])[CH3:2]. The yield is 0.910.